This data is from Forward reaction prediction with 1.9M reactions from USPTO patents (1976-2016). The task is: Predict the product of the given reaction. (1) The product is: [Cl:36][C:33]1[S:32][C:31]([S:28]([NH:27][C:26]([N:18]2[CH2:19][CH2:20][CH2:21][N:15]([C:4]3[C:3]([C:1]#[N:2])=[CH:13][C:7]([C:8]([O:10][CH2:11][CH3:12])=[O:9])=[C:6]([CH3:14])[N:5]=3)[CH2:16][CH2:17]2)=[O:25])(=[O:30])=[O:29])=[CH:35][CH:34]=1. Given the reactants [C:1]([C:3]1[C:4]([N:15]2[CH2:21][CH2:20][CH2:19][NH:18][CH2:17][CH2:16]2)=[N:5][C:6]([CH3:14])=[C:7]([CH:13]=1)[C:8]([O:10][CH2:11][CH3:12])=[O:9])#[N:2].ClC(Cl)(Cl)C[O:25][C:26](=O)[NH:27][S:28]([C:31]1[S:32][C:33]([Cl:36])=[CH:34][CH:35]=1)(=[O:30])=[O:29].CCN(C(C)C)C(C)C, predict the reaction product. (2) Given the reactants [CH3:1][C:2]1[CH:8]=[CH:7][C:6]([O:9][CH2:10][CH:11]=[CH2:12])=[CH:5][C:3]=1[NH2:4].[Cl:13][C:14]1[N:19]=[C:18](Cl)[CH:17]=[CH:16][N:15]=1.C(=O)(O)[O-].[Na+].ClN1C=CC(Cl)=NC1, predict the reaction product. The product is: [Cl:13][C:14]1[N:19]=[C:18]([NH:4][C:3]2[CH:5]=[C:6]([O:9][CH2:10][CH:11]=[CH2:12])[CH:7]=[CH:8][C:2]=2[CH3:1])[CH:17]=[CH:16][N:15]=1. (3) Given the reactants FC(F)(F)C(O)=O.[CH3:8][CH:9]([O:11][C:12]1[CH:19]=[CH:18][C:17]([C:20]2[O:24][N:23]=[C:22]([C:25]3[C:26]([CH3:35])=[C:27]4[C:32](=[CH:33][CH:34]=3)[CH2:31][NH:30][CH2:29][CH2:28]4)[N:21]=2)=[CH:16][C:13]=1[C:14]#[N:15])[CH3:10].[C:36]([O:40][CH2:41][CH3:42])(=[O:39])[CH:37]=[CH2:38].N12CCCN=C1CCCCC2, predict the reaction product. The product is: [C:14]([C:13]1[CH:16]=[C:17]([C:20]2[O:24][N:23]=[C:22]([C:25]3[C:26]([CH3:35])=[C:27]4[C:32](=[CH:33][CH:34]=3)[CH2:31][N:30]([CH2:38][CH2:37][C:36]([O:40][CH2:41][CH3:42])=[O:39])[CH2:29][CH2:28]4)[N:21]=2)[CH:18]=[CH:19][C:12]=1[O:11][CH:9]([CH3:8])[CH3:10])#[N:15]. (4) Given the reactants [CH2:1]([CH2:3][NH2:4])[OH:2].N1C=CN=C1.[Si:10](Cl)([C:13]([CH3:16])([CH3:15])[CH3:14])([CH3:12])[CH3:11].C(=O)([O-])O.[Na+], predict the reaction product. The product is: [Si:10]([O:2][CH2:1][CH2:3][NH2:4])([C:13]([CH3:16])([CH3:15])[CH3:14])([CH3:12])[CH3:11]. (5) Given the reactants [C:1]([C:5]1[CH:28]=[CH:27][CH:26]=[CH:25][C:6]=1[O:7][CH2:8][CH2:9][N:10]([CH3:24])[C:11](=[O:23])[NH:12][C:13]1[C:18]([C:19]([O:21]C)=[O:20])=[CH:17][N:16]=[CH:15][CH:14]=1)([CH3:4])([CH3:3])[CH3:2].O[Li].O.Cl, predict the reaction product. The product is: [C:1]([C:5]1[CH:28]=[CH:27][CH:26]=[CH:25][C:6]=1[O:7][CH2:8][CH2:9][N:10]([CH3:24])[C:11](=[O:23])[NH:12][C:13]1[C:18]([C:19]([OH:21])=[O:20])=[CH:17][N:16]=[CH:15][CH:14]=1)([CH3:4])([CH3:2])[CH3:3]. (6) Given the reactants [H-].[Na+].[CH3:3][NH:4][C:5]([CH:7]1[CH2:12][CH2:11][N:10]([C:13]2[CH:18]=[CH:17][N:16]=[CH:15][CH:14]=2)[CH2:9][CH2:8]1)=[O:6].[Cl:19][C:20]1[CH:21]=[C:22]2[C:27](=[CH:28][CH:29]=1)[CH:26]=[C:25]([S:30]([CH2:33][CH2:34]Cl)(=[O:32])=[O:31])[CH:24]=[CH:23]2, predict the reaction product. The product is: [Cl:19][C:20]1[CH:21]=[C:22]2[C:27](=[CH:28][CH:29]=1)[CH:26]=[C:25]([S:30]([CH2:33][CH2:34][N:4]([CH3:3])[C:5]([CH:7]1[CH2:8][CH2:9][N:10]([C:13]3[CH:18]=[CH:17][N:16]=[CH:15][CH:14]=3)[CH2:11][CH2:12]1)=[O:6])(=[O:32])=[O:31])[CH:24]=[CH:23]2. (7) Given the reactants C([O:8][C:9]1[CH:10]=[C:11]([CH:21]=[C:22]([O:24][C@H:25]([CH2:28][O:29][CH3:30])[CH2:26][CH3:27])[CH:23]=1)[C:12]([NH:14][C:15]1[CH:19]=[CH:18][N:17]([CH3:20])[N:16]=1)=[O:13])C1C=CC=CC=1, predict the reaction product. The product is: [OH:8][C:9]1[CH:10]=[C:11]([CH:21]=[C:22]([O:24][C@H:25]([CH2:28][O:29][CH3:30])[CH2:26][CH3:27])[CH:23]=1)[C:12]([NH:14][C:15]1[CH:19]=[CH:18][N:17]([CH3:20])[N:16]=1)=[O:13]. (8) The product is: [Br:18][C:16]1[C:17]2[C:10]3[NH:9][N:8]=[C:7]([C:1]4[CH:2]=[CH:3][CH:4]=[CH:5][CH:6]=4)[C:11]=3[CH2:12][C:13]=2[S:14][CH:15]=1. Given the reactants [C:1]1([C:7]2[C:11]3[CH2:12][C:13]4[S:14][CH:15]=[CH:16][C:17]=4[C:10]=3[NH:9][N:8]=2)[CH:6]=[CH:5][CH:4]=[CH:3][CH:2]=1.[Br:18]Br, predict the reaction product. (9) Given the reactants [OH:1][CH2:2][C:3]1([C:6]([O:8][CH2:9][CH3:10])=[O:7])[CH2:5][CH2:4]1.ClN1C(=O)N(Cl)C(=O)N(Cl)C1=O.CC1(C)N([O])C(C)(C)CCC1, predict the reaction product. The product is: [CH:2]([C:3]1([C:6]([O:8][CH2:9][CH3:10])=[O:7])[CH2:5][CH2:4]1)=[O:1]. (10) Given the reactants [C:1]([O:5][C:6]([N:8]1[CH2:12][CH2:11][C@H:10]([NH:13][C:14]2[C:22]3[C:17](=[N:18][CH:19]=[CH:20][C:21]=3[O:23][C:24]3[CH:32]=[CH:31][C:27]([C:28](O)=[O:29])=[CH:26][CH:25]=3)[N:16]([CH2:33][C:34]3[CH:39]=[CH:38][C:37]([O:40][CH3:41])=[CH:36][CH:35]=3)[N:15]=2)[CH2:9]1)=[O:7])([CH3:4])([CH3:3])[CH3:2].[CH3:42][O:43][C:44]1[CH:49]=[CH:48][N:47]=[C:46]([NH2:50])[CH:45]=1, predict the reaction product. The product is: [CH3:41][O:40][C:37]1[CH:38]=[CH:39][C:34]([CH2:33][N:16]2[C:17]3=[N:18][CH:19]=[CH:20][C:21]([O:23][C:24]4[CH:25]=[CH:26][C:27]([C:28](=[O:29])[NH:50][C:46]5[CH:45]=[C:44]([O:43][CH3:42])[CH:49]=[CH:48][N:47]=5)=[CH:31][CH:32]=4)=[C:22]3[C:14]([NH:13][C@@H:10]3[CH2:11][CH2:12][N:8]([C:6]([O:5][C:1]([CH3:2])([CH3:3])[CH3:4])=[O:7])[CH2:9]3)=[N:15]2)=[CH:35][CH:36]=1.